Dataset: NCI-60 drug combinations with 297,098 pairs across 59 cell lines. Task: Regression. Given two drug SMILES strings and cell line genomic features, predict the synergy score measuring deviation from expected non-interaction effect. (1) Drug 1: CN1C(=O)N2C=NC(=C2N=N1)C(=O)N. Drug 2: C1CNP(=O)(OC1)N(CCCl)CCCl. Cell line: NCI/ADR-RES. Synergy scores: CSS=-5.77, Synergy_ZIP=2.00, Synergy_Bliss=1.58, Synergy_Loewe=-3.07, Synergy_HSA=-3.16. (2) Drug 1: CC1=C2C(C(=O)C3(C(CC4C(C3C(C(C2(C)C)(CC1OC(=O)C(C(C5=CC=CC=C5)NC(=O)OC(C)(C)C)O)O)OC(=O)C6=CC=CC=C6)(CO4)OC(=O)C)OC)C)OC. Drug 2: CC(C)NC(=O)C1=CC=C(C=C1)CNNC.Cl. Cell line: CCRF-CEM. Synergy scores: CSS=68.2, Synergy_ZIP=18.0, Synergy_Bliss=16.8, Synergy_Loewe=-20.9, Synergy_HSA=12.7. (3) Drug 1: CC1=C(C(=CC=C1)Cl)NC(=O)C2=CN=C(S2)NC3=CC(=NC(=N3)C)N4CCN(CC4)CCO. Drug 2: CC1CCC2CC(C(=CC=CC=CC(CC(C(=O)C(C(C(=CC(C(=O)CC(OC(=O)C3CCCCN3C(=O)C(=O)C1(O2)O)C(C)CC4CCC(C(C4)OC)OCCO)C)C)O)OC)C)C)C)OC. Cell line: COLO 205. Synergy scores: CSS=8.29, Synergy_ZIP=-2.33, Synergy_Bliss=1.61, Synergy_Loewe=1.47, Synergy_HSA=2.01. (4) Drug 1: CS(=O)(=O)OCCCCOS(=O)(=O)C. Drug 2: CC1=C(C(=O)C2=C(C1=O)N3CC4C(C3(C2COC(=O)N)OC)N4)N. Cell line: IGROV1. Synergy scores: CSS=9.45, Synergy_ZIP=-2.07, Synergy_Bliss=1.20, Synergy_Loewe=-1.44, Synergy_HSA=-1.44. (5) Drug 1: CCC(=C(C1=CC=CC=C1)C2=CC=C(C=C2)OCCN(C)C)C3=CC=CC=C3.C(C(=O)O)C(CC(=O)O)(C(=O)O)O. Drug 2: C(CC(=O)O)C(=O)CN.Cl. Cell line: A498. Synergy scores: CSS=6.66, Synergy_ZIP=-0.921, Synergy_Bliss=0.572, Synergy_Loewe=-0.234, Synergy_HSA=-0.372. (6) Drug 1: CC(C1=C(C=CC(=C1Cl)F)Cl)OC2=C(N=CC(=C2)C3=CN(N=C3)C4CCNCC4)N. Drug 2: CCN(CC)CCNC(=O)C1=C(NC(=C1C)C=C2C3=C(C=CC(=C3)F)NC2=O)C. Cell line: MOLT-4. Synergy scores: CSS=31.8, Synergy_ZIP=-0.350, Synergy_Bliss=-4.01, Synergy_Loewe=-15.0, Synergy_HSA=-5.07. (7) Drug 1: C1=CN(C(=O)N=C1N)C2C(C(C(O2)CO)O)O.Cl. Drug 2: C1C(C(OC1N2C=NC(=NC2=O)N)CO)O. Cell line: COLO 205. Synergy scores: CSS=60.5, Synergy_ZIP=9.49, Synergy_Bliss=8.99, Synergy_Loewe=7.61, Synergy_HSA=14.9.